From a dataset of Full USPTO retrosynthesis dataset with 1.9M reactions from patents (1976-2016). Predict the reactants needed to synthesize the given product. (1) Given the product [CH3:14][O:13][C:7]1[CH:8]=[C:9]([O:11][CH3:12])[CH:10]=[C:2]2[C:3]=1[C:4](=[O:5])[NH:6][C:21]([C:17]1[CH:16]=[N:15][CH:20]=[CH:19][CH:18]=1)=[N:1]2, predict the reactants needed to synthesize it. The reactants are: [NH2:1][C:2]1[CH:10]=[C:9]([O:11][CH3:12])[CH:8]=[C:7]([O:13][CH3:14])[C:3]=1[C:4]([NH2:6])=[O:5].[N:15]1[CH:20]=[CH:19][CH:18]=[C:17]([CH:21]=O)[CH:16]=1.COC1C=C(OC)C=C2C=1C(=O)NC(C1C=CC=CN=1)=N2. (2) Given the product [F:10][C:4]1[CH:3]=[C:2]([C:17]2[CH:18]=[CH:19][CH:20]=[C:15]([O:14][CH2:13][C:12]([F:11])([F:24])[F:25])[CH:16]=2)[CH:8]=[C:7]([F:9])[C:5]=1[NH2:6], predict the reactants needed to synthesize it. The reactants are: Br[C:2]1[CH:8]=[C:7]([F:9])[C:5]([NH2:6])=[C:4]([F:10])[CH:3]=1.[F:11][C:12]([F:25])([F:24])[CH2:13][O:14][C:15]1[CH:16]=[C:17](B(O)O)[CH:18]=[CH:19][CH:20]=1. (3) Given the product [CH3:16][N:19]1[CH2:24][CH2:23][N:22]([C:28]2[CH:37]=[CH:36][C:35]3[NH:34][CH:33]=[C:32]4[C:38](=[O:47])[N:39]([C:41]5[CH:46]=[CH:45][CH:44]=[CH:43][N:42]=5)[N:40]=[C:31]4[C:30]=3[N:29]=2)[CH2:21][CH2:20]1, predict the reactants needed to synthesize it. The reactants are: C1(N2C(=O)C3=CNC4C=C[C:16]([N:19]5[CH2:24][CH2:23][NH:22][CH2:21][CH2:20]5)=NC=4C3=N2)C=CC=CC=1.F[C:28]1[CH:37]=[CH:36][C:35]2[NH:34][CH:33]=[C:32]3[C:38](=[O:47])[N:39]([C:41]4[CH:46]=[CH:45][CH:44]=[CH:43][N:42]=4)[N:40]=[C:31]3[C:30]=2[N:29]=1.CN1CCNCC1.N1CCNCC1.